Predict which catalyst facilitates the given reaction. From a dataset of Catalyst prediction with 721,799 reactions and 888 catalyst types from USPTO. Reactant: [Cl:1][C:2]1[CH:7]=[CH:6][C:5]([N:8]2[CH2:12][CH2:11][CH:10]([NH:13]C(=O)OC(C)(C)C)[CH2:9]2)=[CH:4][CH:3]=1.FC(F)(F)C(O)=O.[OH-].[Na+]. Product: [Cl:1][C:2]1[CH:7]=[CH:6][C:5]([N:8]2[CH2:12][CH2:11][CH:10]([NH2:13])[CH2:9]2)=[CH:4][CH:3]=1. The catalyst class is: 4.